This data is from Catalyst prediction with 721,799 reactions and 888 catalyst types from USPTO. The task is: Predict which catalyst facilitates the given reaction. (1) The catalyst class is: 9. Product: [N:8]1([C:5]2[N:4]=[N:3][C:2]([N:13]3[CH2:18][CH2:17][C:16]4([C:22]5[CH:23]=[CH:24][CH:25]=[CH:26][C:21]=5[O:20][CH2:19]4)[CH2:15][CH2:14]3)=[CH:7][CH:6]=2)[CH:12]=[CH:11][N:10]=[CH:9]1. Reactant: Cl[C:2]1[N:3]=[N:4][C:5]([N:8]2[CH:12]=[CH:11][N:10]=[CH:9]2)=[CH:6][CH:7]=1.[NH:13]1[CH2:18][CH2:17][C:16]2([C:22]3[CH:23]=[CH:24][CH:25]=[CH:26][C:21]=3[O:20][CH2:19]2)[CH2:15][CH2:14]1.C(N(CC)CC)C.O. (2) Reactant: [Cl:1][C:2]1[C:10]([OH:11])=[CH:9][C:8]([I:12])=[C:7]2[C:3]=1[CH2:4][NH:5][C:6]2=[O:13].C(=O)([O-])[O-].[K+].[K+].Br[CH2:21][CH2:22][C:23]([CH3:33])([O:25][Si:26]([CH2:31][CH3:32])([CH2:29][CH3:30])[CH2:27][CH3:28])[CH3:24]. Product: [Cl:1][C:2]1[C:10]([O:11][CH2:21][CH2:22][C:23]([CH3:33])([O:25][Si:26]([CH2:27][CH3:28])([CH2:31][CH3:32])[CH2:29][CH3:30])[CH3:24])=[CH:9][C:8]([I:12])=[C:7]2[C:3]=1[CH2:4][NH:5][C:6]2=[O:13]. The catalyst class is: 589. (3) Reactant: [O:1]1[CH2:5][CH2:4][C@H:3]([CH2:6][CH2:7][OH:8])[CH2:2]1.C(N(CC)CC)C.[CH3:16][S:17](Cl)(=[O:19])=[O:18]. Product: [CH3:16][S:17]([O:8][CH2:7][CH2:6][C@H:3]1[CH2:4][CH2:5][O:1][CH2:2]1)(=[O:19])=[O:18]. The catalyst class is: 56. (4) Reactant: Br[CH2:2][C:3]1[CH:8]=[CH:7][C:6]([C:9]2[N:13]=[C:12]([CH3:14])[O:11][N:10]=2)=[CH:5][C:4]=1[N+:15]([O-:17])=[O:16].[C:18]1(=[O:28])[NH:22][C:21](=[O:23])[C:20]2=[CH:24][CH:25]=[CH:26][CH:27]=[C:19]12.[K].O. Product: [CH3:14][C:12]1[O:11][N:10]=[C:9]([C:6]2[CH:7]=[CH:8][C:3]([CH2:2][N:22]3[C:18](=[O:28])[C:19]4[C:20](=[CH:24][CH:25]=[CH:26][CH:27]=4)[C:21]3=[O:23])=[C:4]([N+:15]([O-:17])=[O:16])[CH:5]=2)[N:13]=1. The catalyst class is: 3. (5) Reactant: Br[C:2]1[CH:7]=[CH:6][C:5]([C:8]2[N:9]([CH3:13])[CH:10]=[CH:11][N:12]=2)=[CH:4][CH:3]=1.[CH3:14][C:15]1([CH3:31])[C:19]([CH3:21])([CH3:20])[O:18][B:17]([B:17]2[O:18][C:19]([CH3:21])([CH3:20])[C:15]([CH3:31])([CH3:14])[O:16]2)[O:16]1.CC([O-])=O.[K+]. Product: [CH3:13][N:9]1[CH:10]=[CH:11][N:12]=[C:8]1[C:5]1[CH:6]=[CH:7][C:2]([B:17]2[O:18][C:19]([CH3:21])([CH3:20])[C:15]([CH3:31])([CH3:14])[O:16]2)=[CH:3][CH:4]=1. The catalyst class is: 418. (6) Reactant: [OH:1][N:2]=[CH:3][C:4]1[CH:9]=[CH:8][C:7]([S:10]([N:13]([CH2:45][CH:46]2[CH2:50][CH2:49][CH2:48][N:47]2C(OC(C)(C)C)=O)[CH2:14][C@@H:15]([OH:44])[C@@H:16]([NH:24][C:25](=[O:43])[C@@H:26]([N:30]2[CH2:34][CH2:33][N:32]([CH2:35][C:36]3[N:37]=[C:38]([CH3:41])[S:39][CH:40]=3)[C:31]2=[O:42])[CH:27]([CH3:29])[CH3:28])[CH2:17][C:18]2[CH:23]=[CH:22][CH:21]=[CH:20][CH:19]=2)(=[O:12])=[O:11])=[CH:6][CH:5]=1. Product: [CH2:17]([C@H:16]([NH:24][C:25](=[O:43])[C@@H:26]([N:30]1[CH2:34][CH2:33][N:32]([CH2:35][C:36]2[N:37]=[C:38]([CH3:41])[S:39][CH:40]=2)[C:31]1=[O:42])[CH:27]([CH3:29])[CH3:28])[C@H:15]([OH:44])[CH2:14][N:13]([S:10]([C:7]1[CH:8]=[CH:9][C:4](/[CH:3]=[N:2]/[OH:1])=[CH:5][CH:6]=1)(=[O:11])=[O:12])[CH2:45][CH:46]1[CH2:50][CH2:49][CH2:48][NH:47]1)[C:18]1[CH:19]=[CH:20][CH:21]=[CH:22][CH:23]=1. The catalyst class is: 281. (7) Reactant: Br[C:2]1[CH:14]=[C:13]2[C:5]([CH:6]=[CH:7][C:8]3[S:9][C:10]([Cl:15])=[CH:11][C:12]=32)=[CH:4][CH:3]=1.C([CH2:19][C:20]([O-:22])=O)(C)=C.[CH2:23]([Sn](CCCC)(CCCC)OC)CCC.C1(C)C=CC=CC=1P(C1C=CC=CC=1C)C1C=CC=CC=1C. Product: [Cl:15][C:10]1[S:9][C:8]2[CH:7]=[CH:6][C:5]3[C:13]([C:12]=2[CH:11]=1)=[CH:14][C:2]([CH2:23][C:20]([CH3:19])=[O:22])=[CH:3][CH:4]=3. The catalyst class is: 164.